The task is: Predict the reaction yield, written as a fraction of the theoretical maximum amount of product (1.0 means a 100% yield; for example, 0.34 means a 34% yield).. This data is from Reaction yield outcomes from USPTO patents with 853,638 reactions. (1) The catalyst is [Fe].C(O)C. The product is [C:1]([O:5][C:6]([N:8]1[CH2:13][CH2:12][CH:11]([O:14][C:15]2[CH:16]=[CH:17][C:18]3[C:30](=[O:31])[C:29]4[C:28]5[C:23](=[CH:24][CH:25]=[C:26]([NH2:32])[CH:27]=5)[NH:22][C:21]=4[C:20]([CH3:36])([CH3:35])[C:19]=3[CH:37]=2)[CH2:10][CH2:9]1)=[O:7])([CH3:4])([CH3:2])[CH3:3]. The yield is 0.570. The reactants are [C:1]([O:5][C:6]([N:8]1[CH2:13][CH2:12][CH:11]([O:14][C:15]2[CH:16]=[CH:17][C:18]3[C:30](=[O:31])[C:29]4[C:28]5[C:23](=[CH:24][CH:25]=[C:26]([N+:32]([O-])=O)[CH:27]=5)[NH:22][C:21]=4[C:20]([CH3:36])([CH3:35])[C:19]=3[CH:37]=2)[CH2:10][CH2:9]1)=[O:7])([CH3:4])([CH3:3])[CH3:2].[Cl-].[NH4+]. (2) The reactants are [NH2:1][C:2](=[O:17])[CH2:3][NH:4][C:5]([C:7]1[CH:8]=[N:9][N:10]2[CH:15]=[C:14](Br)[CH:13]=[N:12][C:11]=12)=[O:6].[F:18][C:19]([F:28])([F:27])[C:20]1[CH:21]=[C:22]([SH:26])[CH:23]=[CH:24][CH:25]=1.CC([O-])(C)C.[K+]. The catalyst is CS(C)=O.[Cu]I.N1C2C=CC=CC=2N=N1. The product is [NH2:1][C:2](=[O:17])[CH2:3][NH:4][C:5]([C:7]1[CH:8]=[N:9][N:10]2[CH:15]=[C:14]([S:26][C:22]3[CH:23]=[CH:24][CH:25]=[C:20]([C:19]([F:18])([F:27])[F:28])[CH:21]=3)[CH:13]=[N:12][C:11]=12)=[O:6]. The yield is 0.150. (3) The reactants are [Cl:1][C:2]1[CH:7]=[CH:6][CH:5]=[CH:4][C:3]=1[N:8]1[CH2:13][CH2:12][CH:11]([CH2:14][O:15][C:16]2[CH:23]=[CH:22][CH:21]=[C:20](F)[C:17]=2[C:18]#[N:19])[CH2:10][CH2:9]1.C(=O)(O)O.[NH2:29][C:30]([NH2:32])=[NH:31]. The catalyst is CC(N(C)C)=O.O. The product is [Cl:1][C:2]1[CH:7]=[CH:6][CH:5]=[CH:4][C:3]=1[N:8]1[CH2:9][CH2:10][CH:11]([CH2:14][O:15][C:16]2[CH:23]=[CH:22][CH:21]=[C:20]3[C:17]=2[C:18]([NH2:19])=[N:31][C:30]([NH2:32])=[N:29]3)[CH2:12][CH2:13]1. The yield is 0.290. (4) The reactants are [CH2:1]([O:8][C:9]1[C:10](=[O:17])[C:11]([Cl:16])=[C:12]([CH3:15])[NH:13][CH:14]=1)[C:2]1[CH:7]=[CH:6][CH:5]=[CH:4][CH:3]=1.[C:18](=O)([O-])[O-].[K+].[K+].IC.C(OCC)(=O)C. The catalyst is CN(C=O)C.O. The product is [CH2:1]([O:8][C:9]1[C:10](=[O:17])[C:11]([Cl:16])=[C:12]([CH3:15])[N:13]([CH3:18])[CH:14]=1)[C:2]1[CH:3]=[CH:4][CH:5]=[CH:6][CH:7]=1. The yield is 0.630. (5) The reactants are [CH3:1][O:2][C:3]([C:5]1[N:6]([CH3:13])[CH:7]=[C:8]([N+:10]([O-])=O)[CH:9]=1)=[O:4].N1C=CC=C1.[CH3:19][N:20]1[CH:24]=[C:23]([NH:25][C:26]([O:28][CH2:29][CH2:30][S:31]([C:34]2[CH:39]=[CH:38][C:37]([C:40]([F:43])([F:42])[F:41])=[CH:36][CH:35]=2)(=[O:33])=[O:32])=[O:27])[N:22]=[C:21]1[C:44](O)=[O:45].CN(C(F)=[N+](C)C)C.F[P-](F)(F)(F)(F)F.C1C=CC2N(O)N=NC=2C=1.CCN(C(C)C)C(C)C. The catalyst is CC(=O)OCC.C(Cl)Cl.[Pd]. The product is [CH3:1][O:2][C:3]([C:5]1[N:6]([CH3:13])[CH:7]=[C:8]([NH:10][C:44]([C:21]2[N:20]([CH3:19])[CH:24]=[C:23]([NH:25][C:26]([O:28][CH2:29][CH2:30][S:31]([C:34]3[CH:39]=[CH:38][C:37]([C:40]([F:43])([F:41])[F:42])=[CH:36][CH:35]=3)(=[O:32])=[O:33])=[O:27])[N:22]=2)=[O:45])[CH:9]=1)=[O:4]. The yield is 0.630. (6) The reactants are [CH3:1][C:2]1([CH3:16])[C:7]2[CH:8]=[C:9](B(O)O)[CH:10]=[CH:11][C:6]=2[NH:5][C:4](=[O:15])[O:3]1.C(=O)([O-])[O-].[Na+].[Na+].[Br-].[Li+].O.CO[CH2:28][CH2:29][O:30][CH3:31]. The catalyst is [Pd].C1(P(C2C=CC=CC=2)C2C=CC=CC=2)C=CC=CC=1.C1(P(C2C=CC=CC=2)C2C=CC=CC=2)C=CC=CC=1.C1(P(C2C=CC=CC=2)C2C=CC=CC=2)C=CC=CC=1.C1(P(C2C=CC=CC=2)C2C=CC=CC=2)C=CC=CC=1.C(OCC)(=O)C. The product is [CH3:1][C:2]1([CH3:16])[O:3][C:4](=[O:15])[NH:5][C:6]2[CH:11]=[CH:10][C:9]([C:9]3[CH:8]=[C:7]([CH:28]=[C:29]([O:30][CH3:31])[CH:10]=3)[C:6]#[N:5])=[CH:8][C:7]1=2. The yield is 0.530. (7) The reactants are CO[C:3]1[CH:4]=[C:5](CCCCCCCCC2C=CC(N)=CC=2)[C:6]2[C:11]([C:12]=1OC)=[CH:10][CH:9]=[CH:8][CH:7]=2.CCN(CC)CC.Cl[C:38]1[C:39]2[C:44]([N:45]=[C:46]3[C:51]=1[CH:50]=[CH:49][CH:48]=[CH:47]3)=[CH:43][CH:42]=[CH:41][CH:40]=2. The catalyst is CO. The product is [C:10]1([C:40]2[C:39]3[C:44](=[N:45][C:46]4[C:51]([CH:38]=3)=[CH:50][CH:49]=[CH:48][CH:47]=4)[CH:43]=[CH:42][CH:41]=2)[C:11]2[C:6](=[CH:5][CH:4]=[CH:3][CH:12]=2)[CH:7]=[CH:8][CH:9]=1. The yield is 0.820.